Dataset: Reaction yield outcomes from USPTO patents with 853,638 reactions. Task: Predict the reaction yield, written as a fraction of the theoretical maximum amount of product (1.0 means a 100% yield; for example, 0.34 means a 34% yield). (1) The reactants are [CH2:1]([C:3]1[S:7][C:6]([C:8]([O:10][CH3:11])=[O:9])=[CH:5][C:4]=1[C:12]1[N:16]([CH3:17])[N:15]=[CH:14][CH:13]=1)[CH3:2].[Br:18]N1C(=O)CCC1=O. The catalyst is O1CCCC1. The product is [Br:18][C:13]1[CH:14]=[N:15][N:16]([CH3:17])[C:12]=1[C:4]1[CH:5]=[C:6]([C:8]([O:10][CH3:11])=[O:9])[S:7][C:3]=1[CH2:1][CH3:2]. The yield is 0.850. (2) The yield is 0.726. The product is [F:11][C:10]([F:12])([F:13])[CH:6]([CH2:5][S:4][CH3:1])[C:7]([OH:9])=[O:8]. The catalyst is CO. The reactants are [C:1]([S:4][CH2:5][CH:6]([C:10]([F:13])([F:12])[F:11])[C:7]([OH:9])=[O:8])(=O)C.[OH-].[K+].CI. (3) The reactants are [N:1]([C:9]([O:11][CH:12]([CH3:14])[CH3:13])=[O:10])=[N:1][C:9]([O:11][CH:12]([CH3:14])[CH3:13])=[O:10].[OH:15][CH:16]1[CH2:21][CH2:20][N:19]([C:22]([O:24]C(C)(C)C)=O)[CH2:18][CH2:17]1.O[C:30]1[CH:31]=[N:32][CH:33]=[CH:34][CH:35]=1.[C:36]1(P(C2C=CC=CC=2)C2C=CC=CC=2)C=CC=CC=1.[C:55]1([CH3:61])[CH:60]=CC=C[CH:56]=1. No catalyst specified. The product is [C:12]([O:11][C:9](=[O:10])[NH:1][C@H:56]([C:22]([N:19]1[CH2:18][CH2:17][CH:16]([O:15][C:30]2[CH:31]=[N:32][CH:33]=[CH:34][CH:35]=2)[CH2:21][CH2:20]1)=[O:24])[CH:55]([CH3:61])[CH3:60])([CH3:13])([CH3:14])[CH3:36]. The yield is 0.610. (4) The reactants are [CH:1]1[C:6]2=[C:7]3[C:15](=[CH:16][CH:17]=[C:5]2[CH:4]=[CH:3][CH:2]=1)[C:14]1[C:9](=[CH:10][CH:11]=[CH:12][CH:13]=1)[NH:8]3.CN([CH:21]=[O:22])C.P(Cl)(Cl)(Cl)=O. No catalyst specified. The product is [CH2:6]([CH:1]([N:8]1[C:7]2[C:6]3[CH:1]=[CH:2][CH:3]=[CH:4][C:5]=3[C:17]([CH:21]=[O:22])=[CH:16][C:15]=2[C:14]2[C:9]1=[CH:10][CH:11]=[CH:12][CH:13]=2)[CH2:2][CH2:3][CH2:4][CH2:5][CH3:17])[CH3:7]. The yield is 0.430.